Dataset: Full USPTO retrosynthesis dataset with 1.9M reactions from patents (1976-2016). Task: Predict the reactants needed to synthesize the given product. (1) Given the product [CH:1]1([CH2:4][O:5][C:6](=[O:25])[CH:7]([C:12]2[CH:17]=[C:16]([O:18][CH2:19][CH:20]3[CH2:22][CH2:21]3)[C:15]([C:30]3[CH:31]=[CH:32][C:27]([Cl:26])=[CH:28][CH:29]=3)=[C:14]([Cl:24])[CH:13]=2)[CH2:8][CH:9]([CH3:11])[CH3:10])[CH2:3][CH2:2]1, predict the reactants needed to synthesize it. The reactants are: [CH:1]1([CH2:4][O:5][C:6](=[O:25])[CH:7]([C:12]2[CH:17]=[C:16]([O:18][CH2:19][CH:20]3[CH2:22][CH2:21]3)[C:15](I)=[C:14]([Cl:24])[CH:13]=2)[CH2:8][CH:9]([CH3:11])[CH3:10])[CH2:3][CH2:2]1.[Cl:26][C:27]1[CH:32]=[CH:31][C:30](B(O)O)=[CH:29][CH:28]=1.[F-].[Cs+].O. (2) Given the product [CH:29]([N:32]1[CH2:37][CH2:36][N:35]([CH2:38][C:22]#[C:21][C:19]2[CH:20]=[C:15]([C:5]3[CH:4]=[C:3]([NH:2][CH3:1])[N:8]=[C:7]([C:9]4[CH:14]=[CH:13][CH:12]=[CH:11][N:10]=4)[CH:6]=3)[CH:16]=[N:17][CH:18]=2)[CH2:34][CH2:33]1)([CH3:31])[CH3:30], predict the reactants needed to synthesize it. The reactants are: [CH3:1][NH:2][C:3]1[N:8]=[C:7]([C:9]2[CH:14]=[CH:13][CH:12]=[CH:11][N:10]=2)[CH:6]=[C:5]([C:15]2[CH:16]=[N:17][CH:18]=[C:19]([C:21]#[C:22]C3N(C)C=NC=3)[CH:20]=2)[CH:4]=1.[CH:29]([N:32]1[CH2:37][CH2:36][N:35]([CH2:38]C#C)[CH2:34][CH2:33]1)([CH3:31])[CH3:30].